From a dataset of Reaction yield outcomes from USPTO patents with 853,638 reactions. Predict the reaction yield, written as a fraction of the theoretical maximum amount of product (1.0 means a 100% yield; for example, 0.34 means a 34% yield). (1) The catalyst is C(O)C. The yield is 0.850. The product is [NH2:3][CH2:12][CH2:13][NH:14][C@@H:15]([C@@H:23]([CH3:26])[CH2:24][CH3:25])[C:16]([O:18][C:19]([CH3:20])([CH3:21])[CH3:22])=[O:17]. The reactants are O=C1C2C(=CC=CC=2)C(=O)[N:3]1[CH2:12][CH2:13][NH:14][C@@H:15]([C@@H:23]([CH3:26])[CH2:24][CH3:25])[C:16]([O:18][C:19]([CH3:22])([CH3:21])[CH3:20])=[O:17].O.NN.[OH-].[Na+]. (2) The reactants are [Br:1][C:2]1[CH:10]=[C:9]2[C:5]([CH:6]=[CH:7][NH:8]2)=[CH:4][CH:3]=1.[H-].[Na+].I[CH3:14].Cl. The catalyst is C1COCC1.O. The product is [Br:1][C:2]1[CH:10]=[C:9]2[C:5]([CH:6]=[CH:7][N:8]2[CH3:14])=[CH:4][CH:3]=1. The yield is 0.816. (3) The reactants are CS(O)(=O)=O.[Br:6][C:7]1[CH:8]=[C:9]([CH:23]=[CH:24][CH:25]=1)[CH2:10][N:11]([CH3:22])[CH2:12][CH:13]([C:15]1[CH:20]=[CH:19][C:18]([CH3:21])=[CH:17][CH:16]=1)O.[OH-].[NH4+]. The catalyst is ClCCCl. The product is [Br:6][C:7]1[CH:8]=[C:9]2[C:23]([CH:13]([C:15]3[CH:20]=[CH:19][C:18]([CH3:21])=[CH:17][CH:16]=3)[CH2:12][N:11]([CH3:22])[CH2:10]2)=[CH:24][CH:25]=1. The yield is 0.400.